From a dataset of Catalyst prediction with 721,799 reactions and 888 catalyst types from USPTO. Predict which catalyst facilitates the given reaction. (1) Reactant: [Cl:1][C:2]1[CH:7]=[CH:6][N:5]=[C:4]([CH:8]([NH:10][C:11]2[O:12][C:13]3[C:19]([O:20][CH3:21])=[CH:18][C:17]([C:22]([O:24]C)=[O:23])=[CH:16][C:14]=3[N:15]=2)[CH3:9])[CH:3]=1.[OH-].[Na+]. Product: [Cl:1][C:2]1[CH:7]=[CH:6][N:5]=[C:4]([CH:8]([NH:10][C:11]2[O:12][C:13]3[C:19]([O:20][CH3:21])=[CH:18][C:17]([C:22]([OH:24])=[O:23])=[CH:16][C:14]=3[N:15]=2)[CH3:9])[CH:3]=1. The catalyst class is: 12. (2) Reactant: C([O:3][C:4](=[O:34])[CH2:5][NH:6][C:7]([C:9]1[N:10]=[C:11]([N:21]2[CH2:26][CH2:25][N:24]3[C:27]([C:30]([F:33])([F:32])[F:31])=[N:28][N:29]=[C:23]3[CH2:22]2)[C:12]2[CH:17]=[C:16]([CH2:18][CH2:19][CH3:20])[S:15][C:13]=2[N:14]=1)=[O:8])C.CO.[OH-].[Li+].Cl. Product: [CH2:18]([C:16]1[S:15][C:13]2[N:14]=[C:9]([C:7]([NH:6][CH2:5][C:4]([OH:34])=[O:3])=[O:8])[N:10]=[C:11]([N:21]3[CH2:26][CH2:25][N:24]4[C:27]([C:30]([F:32])([F:31])[F:33])=[N:28][N:29]=[C:23]4[CH2:22]3)[C:12]=2[CH:17]=1)[CH2:19][CH3:20]. The catalyst class is: 30. (3) Reactant: [C:1]([CH2:3][C:4]([OH:6])=O)#[N:2].C(N(CC)C(C)C)(C)C.[CH3:16][C:17]1([CH3:36])[C:21]([CH3:23])([CH3:22])[O:20][B:19]([C:24]2[CH:29]=[CH:28][N:27]=[C:26]([N:30]3[CH2:35][CH2:34][NH:33][CH2:32][CH2:31]3)[CH:25]=2)[O:18]1. Product: [O:6]=[C:4]([N:33]1[CH2:32][CH2:31][N:30]([C:26]2[CH:25]=[C:24]([B:19]3[O:20][C:21]([CH3:23])([CH3:22])[C:17]([CH3:36])([CH3:16])[O:18]3)[CH:29]=[CH:28][N:27]=2)[CH2:35][CH2:34]1)[CH2:3][C:1]#[N:2]. The catalyst class is: 7. (4) Reactant: C([SiH](CC)CC)C.[F:8][C:9]([F:36])([F:35])[C:10]1[CH:11]=[C:12]([CH:32]=[CH:33][CH:34]=1)[CH2:13][C:14]1[O:15][C:16]2[CH:22]=[CH:21][CH:20]=[C:19]([C:23]3[CH:24]=[C:25]([CH:29]=[CH:30][CH:31]=3)[C:26]([OH:28])=[O:27])[C:17]=2[CH:18]=1. Product: [F:35][C:9]([F:8])([F:36])[C:10]1[CH:11]=[C:12]([CH:32]=[CH:33][CH:34]=1)[CH2:13][CH:14]1[CH2:18][C:17]2[C:19]([C:23]3[CH:24]=[C:25]([CH:29]=[CH:30][CH:31]=3)[C:26]([OH:28])=[O:27])=[CH:20][CH:21]=[CH:22][C:16]=2[O:15]1. The catalyst class is: 55. (5) Reactant: C([O:5][C:6](=[O:42])[CH2:7][O:8][C:9]1[CH:10]=[C:11]([C:15]2[N:24]=[C:23]([NH:25][C:26]3[CH:27]=[C:28]4[C:32](=[CH:33][CH:34]=3)[N:31](C(OC(C)(C)C)=O)[N:30]=[CH:29]4)[C:22]3[C:17](=[CH:18][CH:19]=[CH:20][CH:21]=3)[N:16]=2)[CH:12]=[CH:13][CH:14]=1)(C)(C)C.C(O)(C(F)(F)F)=O. Product: [NH:31]1[C:32]2[C:28](=[CH:27][C:26]([NH:25][C:23]3[C:22]4[C:17](=[CH:18][CH:19]=[CH:20][CH:21]=4)[N:16]=[C:15]([C:11]4[CH:10]=[C:9]([CH:14]=[CH:13][CH:12]=4)[O:8][CH2:7][C:6]([OH:42])=[O:5])[N:24]=3)=[CH:34][CH:33]=2)[CH:29]=[N:30]1. The catalyst class is: 2. (6) Reactant: [C:1]([C:5]1[CH:10]=[C:9]([SH:11])[CH:8]=[C:7]([C:12]([CH3:15])([CH3:14])[CH3:13])[C:6]=1[OH:16])([CH3:4])([CH3:3])[CH3:2].[C:17]1(=[O:23])[CH2:22][CH2:21][CH2:20][CH2:19][CH2:18]1.Cl. Product: [C:1]([C:5]1[CH:10]=[C:9]([S:11][C:9]2([S:11][C:20]3[CH:21]=[C:22]([C:1]([CH3:3])([CH3:2])[CH3:4])[C:17]([OH:23])=[C:18]([C:12]([CH3:15])([CH3:14])[CH3:13])[CH:19]=3)[CH2:10][CH2:5][CH2:6][CH2:7][CH2:8]2)[CH:8]=[C:7]([C:12]([CH3:15])([CH3:14])[CH3:13])[C:6]=1[OH:16])([CH3:4])([CH3:3])[CH3:2]. The catalyst class is: 5.